This data is from Reaction yield outcomes from USPTO patents with 853,638 reactions. The task is: Predict the reaction yield, written as a fraction of the theoretical maximum amount of product (1.0 means a 100% yield; for example, 0.34 means a 34% yield). (1) The reactants are [H-].[Na+].I.[OH:4][CH2:5][CH:6]1[CH2:11][CH2:10][N:9]([CH3:12])[CH2:8][CH2:7]1.CN1CCCC1=O.[CH:20]1([NH:27][C:28]2[C:29]3[CH:37]=[C:36](F)[N:35]=[CH:34][C:30]=3[N:31]=[CH:32][N:33]=2)[CH2:26][CH2:25][CH2:24][CH2:23][CH2:22][CH2:21]1. The catalyst is O. The product is [CH:20]1([NH:27][C:28]2[C:29]3[CH:37]=[C:36]([O:4][CH2:5][CH:6]4[CH2:11][CH2:10][N:9]([CH3:12])[CH2:8][CH2:7]4)[N:35]=[CH:34][C:30]=3[N:31]=[CH:32][N:33]=2)[CH2:21][CH2:22][CH2:23][CH2:24][CH2:25][CH2:26]1. The yield is 0.320. (2) The reactants are C1(P(C2C=CC=CC=2)C2C=CC=CC=2)C=CC=CC=1.BrN1C(=O)CCC1=O.[CH:28]1([CH2:33][CH:34]([C:38]2[CH:43]=[CH:42][C:41]([S:44]([CH3:47])(=[O:46])=[O:45])=[C:40]([N+:48]([O-:50])=[O:49])[CH:39]=2)[C:35]([OH:37])=O)[CH2:32][CH2:31][CH2:30][CH2:29]1.[NH2:51][C:52]1[S:53][CH:54]=[CH:55][N:56]=1. The catalyst is C(Cl)Cl. The product is [CH:28]1([CH2:33][CH:34]([C:38]2[CH:43]=[CH:42][C:41]([S:44]([CH3:47])(=[O:45])=[O:46])=[C:40]([N+:48]([O-:50])=[O:49])[CH:39]=2)[C:35]([NH:51][C:52]2[S:53][CH:54]=[CH:55][N:56]=2)=[O:37])[CH2:32][CH2:31][CH2:30][CH2:29]1. The yield is 0.520. (3) The reactants are FC(F)(F)C(O)=O.C(OC([N:15]1[C:44]2[C:39](=[CH:40][CH:41]=[C:42]([Cl:45])[CH:43]=2)[C:17]2([CH:22]([C:23]3[CH:28]=[CH:27][CH:26]=[C:25]([Cl:29])[CH:24]=3)[CH2:21][C:20](=[O:30])[N:19]([CH3:31])[CH:18]2[C:32]2[CH:37]=[CH:36][CH:35]=[CH:34][C:33]=2[CH3:38])[C:16]1=[O:46])=O)(C)(C)C. The catalyst is ClCCl. The product is [Cl:45][C:42]1[CH:43]=[C:44]2[NH:15][C:16](=[O:46])[C:17]3([CH:22]([C:23]4[CH:28]=[CH:27][CH:26]=[C:25]([Cl:29])[CH:24]=4)[CH2:21][C:20](=[O:30])[N:19]([CH3:31])[CH:18]3[C:32]3[CH:37]=[CH:36][CH:35]=[CH:34][C:33]=3[CH3:38])[C:39]2=[CH:40][CH:41]=1. The yield is 0.460. (4) The reactants are [CH2:1]([C:5]1([CH3:35])[CH2:10][CH2:9][N:8]([C:11]2[N:16]3[N:17]=[C:18]([C:20](O)=[O:21])[CH:19]=[C:15]3[N:14]=[C:13]([CH3:23])[C:12]=2[C@H:24]([O:30][C:31]([CH3:34])([CH3:33])[CH3:32])[C:25]([O:27][CH2:28][CH3:29])=[O:26])[CH2:7][CH2:6]1)[CH2:2][CH:3]=[CH2:4].[NH2:36][CH2:37][C:38](=[O:48])[CH2:39][C:40]1[CH:45]=[C:44]([F:46])[CH:43]=[CH:42][C:41]=1[Br:47].Cl.CCN(C(C)C)C(C)C. The catalyst is C(Cl)Cl.C(Cl)(=O)C(Cl)=O.O.CN(C=O)C. The product is [Br:47][C:41]1[CH:42]=[CH:43][C:44]([F:46])=[CH:45][C:40]=1[CH2:39][C:38](=[O:48])[CH2:37][NH:36][C:20]([C:18]1[CH:19]=[C:15]2[N:14]=[C:13]([CH3:23])[C:12]([C@H:24]([O:30][C:31]([CH3:34])([CH3:33])[CH3:32])[C:25]([O:27][CH2:28][CH3:29])=[O:26])=[C:11]([N:8]3[CH2:7][CH2:6][C:5]([CH2:1][CH2:2][CH:3]=[CH2:4])([CH3:35])[CH2:10][CH2:9]3)[N:16]2[N:17]=1)=[O:21]. The yield is 0.700. (5) The reactants are [OH:1][C:2]1[C:7]2[C@@:8]3([OH:45])[C@@:21]([O:25][CH3:26])([C@H:22]([OH:24])[CH2:23][C:6]=2[CH:5]=[C:4]([CH3:46])[C:3]=1[C:47]([O:49][CH3:50])=[O:48])[C:20](=[O:27])[C:19]1[C:10](=[CH:11][C:12]2[C:13](=[O:43])[C:14]([NH:30][C@@H:31]4[C@H:36]([O:37][CH3:38])[C@H:35]([OH:39])[C@@H:34]([O:40][CH3:41])[C@H:33]([CH3:42])[O:32]4)=[CH:15][C:16](=[O:29])[C:17]=2[C:18]=1[OH:28])[C:9]3=[O:44].[Br:51]N1C(=O)CCC1=O.C(OOC(=O)C1C=CC=CC=1)(=O)C1C=CC=CC=1. The catalyst is C(Cl)(Cl)Cl. The product is [Br:51][C:5]1[C:6]2[CH2:23][C@@H:22]([OH:24])[C@:21]3([O:25][CH3:26])[C@:8]([OH:45])([C:7]=2[C:2]([OH:1])=[C:3]([C:47]([O:49][CH3:50])=[O:48])[C:4]=1[CH3:46])[C:9](=[O:44])[C:10]1[C:19](=[C:18]([OH:28])[C:17]2[C:16](=[O:29])[CH:15]=[C:14]([NH:30][C@@H:31]4[C@H:36]([O:37][CH3:38])[C@H:35]([OH:39])[C@@H:34]([O:40][CH3:41])[C@H:33]([CH3:42])[O:32]4)[C:13](=[O:43])[C:12]=2[CH:11]=1)[C:20]3=[O:27]. The yield is 0.360. (6) The reactants are CC[N:3]([CH:7]([CH3:9])[CH3:8])C(C)C.BrCC(C1[CH:19]=[CH:18][C:17]([Br:20])=[CH:16][CH:15]=1)=O.[C:21]([O:25][C:26]([N:28]1[C@H:33]([C:34](O)=O)[CH2:32][C@@H:31]2[C@H:29]1[CH2:30]2)=[O:27])([CH3:24])([CH3:23])[CH3:22].C([O-])(=O)C.[NH4+:41]. The catalyst is CC#N. The product is [Br:20][C:17]1[CH:18]=[CH:19][C:9]([C:7]2[NH:3][C:34]([C@@H:33]3[CH2:32][C@@H:31]4[C@@H:29]([CH2:30]4)[N:28]3[C:26]([O:25][C:21]([CH3:24])([CH3:23])[CH3:22])=[O:27])=[N:41][CH:8]=2)=[CH:15][CH:16]=1. The yield is 0.888. (7) The reactants are [O:1]=[C:2]1[NH:7][C:6]2[CH:8]=[C:9]([CH2:12][N:13]3[CH2:18][CH2:17][N:16]([C:19]4[CH:27]=[CH:26][C:22]([C:23]([OH:25])=O)=[CH:21][CH:20]=4)[CH2:15][CH2:14]3)[CH:10]=[N:11][C:5]=2[N:4]2[CH2:28][CH2:29][CH2:30][CH2:31][C@@H:3]12.[CH2:32]([N:34](C(C)C)C(C)C)[CH3:33].Cl.C(N)C. The catalyst is CN(C=O)C. The product is [CH2:32]([NH:34][C:23](=[O:25])[C:22]1[CH:21]=[CH:20][C:19]([N:16]2[CH2:17][CH2:18][N:13]([CH2:12][C:9]3[CH:10]=[N:11][C:5]4[N:4]5[CH2:28][CH2:29][CH2:30][CH2:31][C@H:3]5[C:2](=[O:1])[NH:7][C:6]=4[CH:8]=3)[CH2:14][CH2:15]2)=[CH:27][CH:26]=1)[CH3:33]. The yield is 0.850.